From a dataset of NCI-60 drug combinations with 297,098 pairs across 59 cell lines. Regression. Given two drug SMILES strings and cell line genomic features, predict the synergy score measuring deviation from expected non-interaction effect. (1) Drug 1: CC1CCC2CC(C(=CC=CC=CC(CC(C(=O)C(C(C(=CC(C(=O)CC(OC(=O)C3CCCCN3C(=O)C(=O)C1(O2)O)C(C)CC4CCC(C(C4)OC)O)C)C)O)OC)C)C)C)OC. Drug 2: CC1CCCC2(C(O2)CC(NC(=O)CC(C(C(=O)C(C1O)C)(C)C)O)C(=CC3=CSC(=N3)C)C)C. Cell line: IGROV1. Synergy scores: CSS=37.8, Synergy_ZIP=-3.45, Synergy_Bliss=-1.85, Synergy_Loewe=-1.94, Synergy_HSA=1.62. (2) Drug 1: CC1=CC2C(CCC3(C2CCC3(C(=O)C)OC(=O)C)C)C4(C1=CC(=O)CC4)C. Drug 2: C#CCC(CC1=CN=C2C(=N1)C(=NC(=N2)N)N)C3=CC=C(C=C3)C(=O)NC(CCC(=O)O)C(=O)O. Cell line: MOLT-4. Synergy scores: CSS=5.97, Synergy_ZIP=-2.71, Synergy_Bliss=-0.0767, Synergy_Loewe=0.435, Synergy_HSA=0.437. (3) Drug 1: C(=O)(N)NO. Drug 2: C(CN)CNCCSP(=O)(O)O. Cell line: OVCAR3. Synergy scores: CSS=-1.71, Synergy_ZIP=2.67, Synergy_Bliss=-5.74, Synergy_Loewe=-3.59, Synergy_HSA=-4.98.